This data is from Full USPTO retrosynthesis dataset with 1.9M reactions from patents (1976-2016). The task is: Predict the reactants needed to synthesize the given product. (1) Given the product [CH3:22][O:21][CH2:20][CH2:19][O:18][CH2:17][CH2:16][N:12]1[CH:13]=[C:9]([B:4]2[O:5][C:6]([CH3:7])([CH3:8])[C:2]([CH3:14])([CH3:1])[O:3]2)[CH:10]=[N:11]1, predict the reactants needed to synthesize it. The reactants are: [CH3:1][C:2]1([CH3:14])[C:6]([CH3:8])([CH3:7])[O:5][B:4]([C:9]2[CH:10]=[N:11][NH:12][CH:13]=2)[O:3]1.Br[CH2:16][CH2:17][O:18][CH2:19][CH2:20][O:21][CH3:22].C([O-])([O-])=O.[Cs+].[Cs+]. (2) The reactants are: [Br:1][C:2]1(Br)[CH2:4][C:3]1(Br)[CH2:5][CH2:6][CH2:7][CH2:8][CH2:9][CH2:10][CH2:11][CH3:12].C[Li].O. Given the product [Br:1][C:2]1[CH2:4][C:3]=1[CH2:5][CH2:6][CH2:7][CH2:8][CH2:9][CH2:10][CH2:11][CH3:12], predict the reactants needed to synthesize it. (3) Given the product [CH3:92][O:93][C:27]1[C:26]([O:25][C:24]2[CH:23]=[C:22]([NH:21][C:52](=[O:55])[CH:91]=[CH2:86])[CH:51]=[CH:50][CH:49]=2)=[N:31][C:30]([NH:9][C:8]2[CH:7]=[CH:6][C:5]([N:10]([C@H:12]3[CH2:16][CH2:15][N:14]([CH2:17][CH2:18][O:19][CH3:20])[CH2:13]3)[CH3:11])=[CH:4][C:3]=2[O:2][CH3:1])=[N:29][CH:28]=1, predict the reactants needed to synthesize it. The reactants are: [CH3:1][O:2][C:3]1[CH:4]=[C:5]([N:10]([C@H:12]2[CH2:16][CH2:15][N:14]([CH2:17][CH2:18][O:19][CH3:20])[CH2:13]2)[CH3:11])[CH:6]=[CH:7][C:8]=1[NH2:9].[NH2:21][C:22]1[CH:23]=[C:24]([CH:49]=[CH:50][CH:51]=1)[O:25][C:26]1[C:27]2C=CN[C:28]=2[N:29]=[C:30](NC2C=C(F)C(OCCOC)=C(F)C=2)[N:31]=1.[C:52]([O-:55])([O-])=O.[K+].[K+].C1(P([CH:86]2[CH2:91]CCCC2)C2C=CC=CC=2C2C(C(C)C)=CC(C(C)C)=CC=2C(C)C)CCCCC1.[CH3:92][OH:93]. (4) Given the product [CH3:1][C:2]1[C:6]([CH2:7][C:8]([CH3:10])=[CH2:9])=[C:5]([CH3:11])[S:4][C:3]=1[C:12](=[O:14])[CH3:15], predict the reactants needed to synthesize it. The reactants are: [CH3:1][C:2]1[C:6]([CH2:7][C:8]([CH3:10])=[CH2:9])=[C:5]([CH3:11])[S:4][C:3]=1[C:12]([OH:14])=O.[CH3:15][Li].